From a dataset of Forward reaction prediction with 1.9M reactions from USPTO patents (1976-2016). Predict the product of the given reaction. (1) Given the reactants C(OC([NH:8]/[C:9](=[N:33]\C(=O)OC(C)(C)C)/[NH:10][CH2:11][C@@H:12]1[C@@H:20]([C@@:21]2([CH3:30])[CH2:26][CH2:25][C@H:24]([OH:27])[CH2:23][C@@H:22]2[CH2:28][OH:29])[CH2:19][CH2:18][C@@:17]2(C)[C@H:13]1[CH2:14][CH2:15][C:16]2=[CH2:32])=O)(C)(C)C.[ClH:41].O1CCOC[CH2:43]1, predict the reaction product. The product is: [ClH:41].[OH:27][C@H:24]1[CH2:25][CH2:26][C@@:21]([C@H:20]2[CH2:19][CH2:18][C:17]3[C:16]([CH3:32])([CH3:43])[CH2:15][CH2:14][C:13]=3[C@@H:12]2[CH2:11][NH:10][C:9]([NH2:8])=[NH:33])([CH3:30])[C@@H:22]([CH2:28][OH:29])[CH2:23]1. (2) Given the reactants Cl[C:2]1[N:7]=[C:6]([CH:8]([CH:11]2[NH:15][C:14]3[CH:16]=[CH:17][CH:18]=[CH:19][C:13]=3[NH:12]2)[C:9]#[N:10])[CH:5]=[CH:4][N:3]=1.[CH:20]1([NH2:23])[CH2:22][CH2:21]1, predict the reaction product. The product is: [NH:12]1[C:13]2[CH:19]=[CH:18][CH:17]=[CH:16][C:14]=2[N:15]=[C:11]1[CH:8]([C:6]1[CH:5]=[CH:4][N:3]=[C:2]([NH:23][CH:20]2[CH2:22][CH2:21]2)[N:7]=1)[C:9]#[N:10]. (3) Given the reactants [F:1][C:2]1[CH:7]=[CH:6][C:5]([CH2:8][N:9]2[C:13]([CH2:14][CH2:15][C:16]([O:18]C)=O)=[CH:12][N:11]=[CH:10]2)=[CH:4][CH:3]=1.[NH3:20], predict the reaction product. The product is: [F:1][C:2]1[CH:7]=[CH:6][C:5]([CH2:8][N:9]2[C:13]([CH2:14][CH2:15][C:16]([NH2:20])=[O:18])=[CH:12][N:11]=[CH:10]2)=[CH:4][CH:3]=1. (4) Given the reactants [CH:1]1([C:4]2[CH:10]=[CH:9][CH:8]=[C:7]([CH3:11])[C:5]=2[O-:6])[CH2:3][CH2:2]1.[Na+].CS(C)=O.[OH:17][C:18]1[CH:23]=[C:22]([Cl:24])[N:21]=[N:20][C:19]=1Cl.C1(C2C=CC=C(C)C=2O)CC1, predict the reaction product. The product is: [Cl:24][C:22]1[N:21]=[N:20][C:19]([O:6][C:5]2[C:7]([CH3:11])=[CH:8][CH:9]=[CH:10][C:4]=2[CH:1]2[CH2:3][CH2:2]2)=[C:18]([OH:17])[CH:23]=1. (5) Given the reactants [OH:1][CH2:2][CH2:3][CH2:4][NH:5][CH2:6][CH2:7][NH2:8].CCN(C(C)C)C(C)C.[CH3:18][C:19]([Si:22](Cl)([CH3:24])[CH3:23])([CH3:21])[CH3:20].C(Cl)Cl.CN([CH:32]=[O:33])C, predict the reaction product. The product is: [Si:22]([O:1][CH2:2][CH2:3][CH2:4][N:5]1[CH2:6][CH2:7][NH:8][C:32]1=[O:33])([C:19]([CH3:21])([CH3:20])[CH3:18])([CH3:24])[CH3:23]. (6) Given the reactants [F:1][C:2]1[CH:7]=[CH:6][C:5]([O:8][CH2:9][CH2:10][C:11]([OH:13])=O)=[CH:4][CH:3]=1.[N:14]1([C:20]2[CH:27]=[CH:26][CH:25]=[CH:24][C:21]=2[C:22]#[N:23])[CH2:19][CH2:18][NH:17][CH2:16][CH2:15]1.C(Cl)CCl.C1C=NC2N(O)N=NC=2C=1.[N-]=C=O.C(=O)([O-])[O-], predict the reaction product. The product is: [F:1][C:2]1[CH:3]=[CH:4][C:5]([O:8][CH2:9][CH2:10][C:11]([N:17]2[CH2:16][CH2:15][N:14]([C:20]3[CH:27]=[CH:26][CH:25]=[CH:24][C:21]=3[C:22]#[N:23])[CH2:19][CH2:18]2)=[O:13])=[CH:6][CH:7]=1. (7) Given the reactants C(N1C(=O)C(N[C:12](=[O:23])[C:13]2[CH:18]=[C:17]([F:19])[C:16]([F:20])=[C:15]([F:21])[C:14]=2[F:22])(C)C(=O)NC1=O)C.[NH2:26][C:27]1([CH2:42][CH3:43])[C:32](=[O:33])[N:31]([C:34]2[CH:39]=[CH:38][CH:37]=[CH:36][CH:35]=2)[C:30](=[O:40])[NH:29][C:28]1=[O:41], predict the reaction product. The product is: [CH2:42]([C:27]1([NH:26][C:12](=[O:23])[C:13]2[CH:18]=[C:17]([F:19])[C:16]([F:20])=[C:15]([F:21])[C:14]=2[F:22])[C:32](=[O:33])[N:31]([C:34]2[CH:39]=[CH:38][CH:37]=[CH:36][CH:35]=2)[C:30](=[O:40])[NH:29][C:28]1=[O:41])[CH3:43]. (8) Given the reactants [OH-:1].[K+].[CH3:3][OH:4].O[C@:6]([C:40]1[CH:45]=[CH:44][CH:43]=[CH:42][CH:41]=1)([CH2:35][C:36](O)([CH3:38])[CH3:37])[CH2:7][CH2:8][N:9]([C@H:19]([C:21]1[CH:26]=[CH:25][C:24]([C:27]2[CH:32]=[CH:31][N:30]([CH3:33])[C:29](=[O:34])[CH:28]=2)=[CH:23][CH:22]=1)[CH3:20])C(=O)OC1C=CC=CC=1.[OH2:46], predict the reaction product. The product is: [OH:1][C:36]([CH3:38])([CH3:37])[CH2:35][C@@:6]1([C:40]2[CH:45]=[CH:44][CH:43]=[CH:42][CH:41]=2)[O:4][C:3](=[O:46])[N:9]([C@H:19]([C:21]2[CH:26]=[CH:25][C:24]([C:27]3[CH:32]=[CH:31][N:30]([CH3:33])[C:29](=[O:34])[CH:28]=3)=[CH:23][CH:22]=2)[CH3:20])[CH2:8][CH2:7]1. (9) Given the reactants [NH2:1][OH:2].[Cl:3][C:4]1[C:5]([NH:12][CH2:13][CH2:14][O:15][CH3:16])=[N:6][CH:7]=[C:8]([CH:11]=1)[C:9]#[N:10], predict the reaction product. The product is: [Cl:3][C:4]1[CH:11]=[C:8]([C:9](=[N:1][OH:2])[NH2:10])[CH:7]=[N:6][C:5]=1[NH:12][CH2:13][CH2:14][O:15][CH3:16].